Dataset: Catalyst prediction with 721,799 reactions and 888 catalyst types from USPTO. Task: Predict which catalyst facilitates the given reaction. (1) Reactant: [Cl:1][C:2]1[C:3]([CH3:15])=[C:4](I)[C:5]([O:11][CH2:12][CH3:13])=[C:6]([C:8](=[O:10])[CH3:9])[CH:7]=1.[CH3:16][N:17]([CH3:35])[C:18]([C:20]1[CH:25]=[CH:24][C:23](B2OC(C)(C)C(C)(C)O2)=[CH:22][N:21]=1)=[O:19].C(=O)([O-])[O-].[K+].[K+]. Product: [C:8]([C:6]1[C:5]([O:11][CH2:12][CH3:13])=[C:4]([C:23]2[CH:24]=[CH:25][C:20]([C:18]([N:17]([CH3:35])[CH3:16])=[O:19])=[N:21][CH:22]=2)[C:3]([CH3:15])=[C:2]([Cl:1])[CH:7]=1)(=[O:10])[CH3:9]. The catalyst class is: 70. (2) Reactant: Cl[C:2]1[N:3]=[CH:4][C:5]2[CH:10]=[CH:9][N:8]([CH2:11][C:12]([N:14]3[CH2:19][CH2:18][O:17][CH2:16][CH2:15]3)=[O:13])[C:6]=2[N:7]=1.[CH2:20]1[C:29]2[C:24](=[CH:25][CH:26]=[CH:27][CH:28]=2)[CH2:23][CH2:22][N:21]1[CH2:30][CH:31]([OH:49])[CH2:32][NH:33][C:34]1[CH:39]=[C:38](B2OC(C)(C)C(C)(C)O2)[CH:37]=[CH:36][N:35]=1.C([O-])([O-])=O.[K+].[K+]. Product: [CH2:20]1[C:29]2[C:24](=[CH:25][CH:26]=[CH:27][CH:28]=2)[CH2:23][CH2:22][N:21]1[CH2:30][CH:31]([OH:49])[CH2:32][NH:33][C:34]1[CH:39]=[C:38]([C:2]2[N:3]=[CH:4][C:5]3[CH:10]=[CH:9][N:8]([CH2:11][C:12]([N:14]4[CH2:19][CH2:18][O:17][CH2:16][CH2:15]4)=[O:13])[C:6]=3[N:7]=2)[CH:37]=[CH:36][N:35]=1. The catalyst class is: 117. (3) Reactant: [C:1]([O:5][C:6](=[O:20])[NH:7][C@@H:8]1[C:14](=[O:15])[NH:13][C:12]2[CH:16]=[CH:17][CH:18]=[CH:19][C:11]=2[NH:10][CH2:9]1)([CH3:4])([CH3:3])[CH3:2].[C:21](=O)([O-])[O-].[K+].[K+].IC. Product: [C:1]([O:5][C:6](=[O:20])[NH:7][C@H:8]1[CH2:9][N:10]([CH3:21])[C:11]2[CH:19]=[CH:18][CH:17]=[CH:16][C:12]=2[NH:13][C:14]1=[O:15])([CH3:4])([CH3:2])[CH3:3]. The catalyst class is: 21.